Predict the reactants needed to synthesize the given product. From a dataset of Full USPTO retrosynthesis dataset with 1.9M reactions from patents (1976-2016). (1) Given the product [C:24]1([CH:17]([C:18]2[CH:19]=[CH:20][CH:21]=[CH:22][CH:23]=2)[C:14]2[S:13][C:12]([C:10]([NH:9][C@@H:5]([CH2:4][CH2:3][CH2:2][NH:1][C:41](=[NH:48])[CH:42]([CH3:44])[CH3:43])[C:6]([OH:8])=[O:7])=[O:11])=[CH:16][CH:15]=2)[CH:29]=[CH:28][CH:27]=[CH:26][CH:25]=1.[C:30]([OH:36])([C:32]([F:35])([F:34])[F:33])=[O:31], predict the reactants needed to synthesize it. The reactants are: [NH2:1][CH2:2][CH2:3][CH2:4][C@H:5]([NH:9][C:10]([C:12]1[S:13][C:14]([CH:17]([C:24]2[CH:29]=[CH:28][CH:27]=[CH:26][CH:25]=2)[C:18]2[CH:23]=[CH:22][CH:21]=[CH:20][CH:19]=2)=[CH:15][CH:16]=1)=[O:11])[C:6]([OH:8])=[O:7].[C:30]([OH:36])([C:32]([F:35])([F:34])[F:33])=[O:31].C(O)C.Cl.[C:41](=[NH:48])(OCC)[CH:42]([CH3:44])[CH3:43]. (2) The reactants are: CC1C=CC(S(O[CH2:12][C@H:13]2[CH2:18][CH2:17][C@H:16]([N:19]3[C:23]4=C5SC=[CH:28][C:25]5=[N:26][CH:27]=[C:22]4[N:21]=[C:20]3[C@H:31]([OH:33])[CH3:32])[CH2:15][O:14]2)(=O)=O)=CC=1.[C-:34]#[N:35].[Na+].[CH3:37][S:38]([CH3:40])=O. Given the product [OH:33][C@@H:31]([C:20]1[N:19]([C@@H:16]2[CH2:15][O:14][C@@H:13]([CH2:12][C:34]#[N:35])[CH2:18][CH2:17]2)[C:23]2=[C:40]3[S:38][CH:37]=[CH:28][C:25]3=[N:26][CH:27]=[C:22]2[N:21]=1)[CH3:32], predict the reactants needed to synthesize it. (3) The reactants are: [NH2:1][C:2]1[C:3]2[C:10]([C:11]3[CH:16]=[CH:15][CH:14]=[C:13]([O:17][CH2:18][C:19]4[CH:24]=[CH:23][CH:22]=[CH:21][CH:20]=4)[CH:12]=3)=[C:9]([CH3:25])[N:8]([C@@H:26]3[CH2:29][C@H:28]([CH2:30]O)[CH2:27]3)[C:4]=2[N:5]=[CH:6][N:7]=1.C1(C)C=CC(S(Cl)(=O)=O)=CC=1.[N:43]1[CH:48]=[CH:47][CH:46]=CC=1. Given the product [N:43]1([CH2:30][C@@H:28]2[CH2:29][C@H:26]([N:8]3[C:4]4[N:5]=[CH:6][N:7]=[C:2]([NH2:1])[C:3]=4[C:10]([C:11]4[CH:16]=[CH:15][CH:14]=[C:13]([O:17][CH2:18][C:19]5[CH:24]=[CH:23][CH:22]=[CH:21][CH:20]=5)[CH:12]=4)=[C:9]3[CH3:25])[CH2:27]2)[CH2:46][CH2:47][CH2:48]1, predict the reactants needed to synthesize it. (4) Given the product [Cl:1][C:2]1[C:3]2[C:10]3[CH2:11][CH2:12][CH:13]([C:15]([N:22]([CH2:21][CH2:20][O:19][CH3:18])[CH2:23][CH2:24][CH3:25])=[O:17])[CH2:14][C:9]=3[S:8][C:4]=2[N:5]=[CH:6][N:7]=1, predict the reactants needed to synthesize it. The reactants are: [Cl:1][C:2]1[C:3]2[C:10]3[CH2:11][CH2:12][CH:13]([C:15]([OH:17])=O)[CH2:14][C:9]=3[S:8][C:4]=2[N:5]=[CH:6][N:7]=1.[CH3:18][O:19][CH2:20][CH2:21][NH:22][CH2:23][CH2:24][CH3:25].